From a dataset of NCI-60 drug combinations with 297,098 pairs across 59 cell lines. Regression. Given two drug SMILES strings and cell line genomic features, predict the synergy score measuring deviation from expected non-interaction effect. (1) Synergy scores: CSS=13.1, Synergy_ZIP=-8.27, Synergy_Bliss=-4.82, Synergy_Loewe=-2.16, Synergy_HSA=-1.87. Drug 2: CN(CCCl)CCCl.Cl. Cell line: TK-10. Drug 1: C1CN1P(=S)(N2CC2)N3CC3. (2) Drug 1: CC(C1=C(C=CC(=C1Cl)F)Cl)OC2=C(N=CC(=C2)C3=CN(N=C3)C4CCNCC4)N. Drug 2: CC(C)NC(=O)C1=CC=C(C=C1)CNNC.Cl. Cell line: IGROV1. Synergy scores: CSS=9.15, Synergy_ZIP=1.78, Synergy_Bliss=4.24, Synergy_Loewe=-0.705, Synergy_HSA=1.37. (3) Drug 1: C1CCC(CC1)NC(=O)N(CCCl)N=O. Drug 2: C1=CC(=CC=C1CCCC(=O)O)N(CCCl)CCCl. Cell line: HT29. Synergy scores: CSS=22.0, Synergy_ZIP=-5.66, Synergy_Bliss=-8.05, Synergy_Loewe=-12.2, Synergy_HSA=-7.31. (4) Drug 1: CC(CN1CC(=O)NC(=O)C1)N2CC(=O)NC(=O)C2. Drug 2: C1CC(C1)(C(=O)O)C(=O)O.[NH2-].[NH2-].[Pt+2]. Cell line: HT29. Synergy scores: CSS=42.3, Synergy_ZIP=-7.81, Synergy_Bliss=0.446, Synergy_Loewe=0.536, Synergy_HSA=2.62.